From a dataset of Full USPTO retrosynthesis dataset with 1.9M reactions from patents (1976-2016). Predict the reactants needed to synthesize the given product. (1) Given the product [CH2:1]([O:8][C:9]([N:11]1[CH2:15][C:14]([F:17])([F:16])[CH2:13][C@H:12]1[C:18]#[N:23])=[O:10])[C:2]1[CH:7]=[CH:6][CH:5]=[CH:4][CH:3]=1, predict the reactants needed to synthesize it. The reactants are: [CH2:1]([O:8][C:9]([N:11]1[CH2:15][C:14]([F:17])([F:16])[CH2:13][C@H:12]1[C:18]1N(C)C(=O)C(O)=C(C(NCC2C=CC(F)=CC=2)=O)[N:23]=1)=[O:10])[C:2]1[CH:7]=[CH:6][CH:5]=[CH:4][CH:3]=1.FC(F)(F)C(O)=O. (2) Given the product [CH2:24]([C:17]1[NH:10][C:11]2=[N:12][NH:13][CH:14]=[C:15]2[CH:4]([C:3]2[CH:6]=[CH:7][CH:8]=[CH:9][C:2]=2[Cl:1])[C:18]=1[C:19]([O:21][CH2:22][CH3:23])=[O:20])[CH2:25][CH2:26][CH3:27], predict the reactants needed to synthesize it. The reactants are: [Cl:1][C:2]1[CH:9]=[CH:8][CH:7]=[CH:6][C:3]=1[CH:4]=O.[NH2:10][C:11]1[CH:15]=[CH:14][NH:13][N:12]=1.O=[C:17]([CH2:24][CH2:25][CH2:26][CH3:27])[CH2:18][C:19]([O:21][CH2:22][CH3:23])=[O:20].